Dataset: Peptide-MHC class I binding affinity with 185,985 pairs from IEDB/IMGT. Task: Regression. Given a peptide amino acid sequence and an MHC pseudo amino acid sequence, predict their binding affinity value. This is MHC class I binding data. The MHC is HLA-A02:02 with pseudo-sequence HLA-A02:02. The peptide sequence is TQIGCTLNF. The binding affinity (normalized) is 0.0918.